This data is from Forward reaction prediction with 1.9M reactions from USPTO patents (1976-2016). The task is: Predict the product of the given reaction. (1) Given the reactants C([Si](C)(C)O[C@@H]1CC[C@H]([N:13]2[CH2:17][CH2:16][CH2:15][C:14]2=[O:18])CC1)(C)(C)C.[F:21][C:22]([F:32])([F:31])[C:23]1[CH:30]=[CH:29][C:26]([CH2:27]Br)=[CH:25][CH:24]=1.[Li+].CC([N-]C(C)C)C, predict the reaction product. The product is: [F:21][C:22]([F:31])([F:32])[C:23]1[CH:30]=[CH:29][C:26]([CH2:27][CH:15]2[CH2:16][CH2:17][NH:13][C:14]2=[O:18])=[CH:25][CH:24]=1. (2) Given the reactants [C:1]1([C@H:7]([NH2:10])[CH2:8][CH3:9])[CH:6]=[CH:5][CH:4]=[CH:3][CH:2]=1.Cl[C:12]1[N:20]=[CH:19][N:18]=[C:17]2[C:13]=1[N:14]=[CH:15][N:16]2[CH:21]1[CH2:25][CH2:24][CH2:23][O:22]1, predict the reaction product. The product is: [C:1]1([C@H:7]([NH:10][C:12]2[N:20]=[CH:19][N:18]=[C:17]3[C:13]=2[N:14]=[CH:15][N:16]3[CH:21]2[CH2:25][CH2:24][CH2:23][O:22]2)[CH2:8][CH3:9])[CH:6]=[CH:5][CH:4]=[CH:3][CH:2]=1. (3) Given the reactants C(N(C(C)C)CC)(C)C.[N:10]1([CH2:15][CH2:16][NH:17][C:18]2[N:23]=[C:22]([C:24]3[S:28][C:27]4[C:29]([C:33]5[CH:38]=[C:37]([F:39])[CH:36]=[CH:35][C:34]=5[C@H:40]([NH2:42])[CH3:41])=[CH:30][CH:31]=[CH:32][C:26]=4[CH:25]=3)[C:21]([F:43])=[CH:20][N:19]=2)[CH:14]=[CH:13][N:12]=[N:11]1.[CH:44]1[C:56]2[CH:55]([CH2:57][O:58][C:59]([NH:61][C@@H:62]([C:64](Cl)=[O:65])[CH3:63])=[O:60])[C:54]3[C:49](=[CH:50][CH:51]=[CH:52][CH:53]=3)[C:48]=2[CH:47]=[CH:46][CH:45]=1, predict the reaction product. The product is: [N:10]1([CH2:15][CH2:16][NH:17][C:18]2[N:23]=[C:22]([C:24]3[S:28][C:27]4[C:29]([C:33]5[CH:38]=[C:37]([F:39])[CH:36]=[CH:35][C:34]=5[C@H:40]([NH:42][C:64](=[O:65])[C@H:62]([NH:61][C:59](=[O:60])[O:58][CH2:57][CH:55]5[C:54]6[CH:53]=[CH:52][CH:51]=[CH:50][C:49]=6[C:48]6[C:56]5=[CH:44][CH:45]=[CH:46][CH:47]=6)[CH3:63])[CH3:41])=[CH:30][CH:31]=[CH:32][C:26]=4[CH:25]=3)[C:21]([F:43])=[CH:20][N:19]=2)[CH:14]=[CH:13][N:12]=[N:11]1. (4) Given the reactants [Li+].C[Si]([N-][Si](C)(C)C)(C)C.[C:11]1([NH2:17])[CH:16]=[CH:15][CH:14]=[CH:13][CH:12]=1.F[C:19]1[CH:24]=[C:23]([F:25])[CH:22]=[CH:21][C:20]=1[N+:26]([O-:28])=[O:27].[NH4+].[Cl-], predict the reaction product. The product is: [F:25][C:23]1[CH:22]=[CH:21][C:20]([N+:26]([O-:28])=[O:27])=[C:19]([NH:17][C:11]2[CH:16]=[CH:15][CH:14]=[CH:13][CH:12]=2)[CH:24]=1.